From a dataset of Reaction yield outcomes from USPTO patents with 853,638 reactions. Predict the reaction yield, written as a fraction of the theoretical maximum amount of product (1.0 means a 100% yield; for example, 0.34 means a 34% yield). No catalyst specified. The yield is 0.0800. The reactants are [C:1]([C:3]1[C:12]2[C:7](=[CH:8][CH:9]=[CH:10][CH:11]=2)[C:6](F)=[CH:5][CH:4]=1)#[N:2].[OH:14][CH:15]1[C:20]2([CH3:25])[CH2:21][N:22]([CH3:24])[CH2:23][C:16]1([CH3:26])[CH2:17][NH:18][CH2:19]2. The product is [OH:14][CH:15]1[C:16]2([CH3:26])[CH2:23][N:22]([CH3:24])[CH2:21][C:20]1([CH3:25])[CH2:19][N:18]([C:6]1[C:7]3[C:12](=[CH:11][CH:10]=[CH:9][CH:8]=3)[C:3]([C:1]#[N:2])=[CH:4][CH:5]=1)[CH2:17]2.